Task: Predict the reaction yield, written as a fraction of the theoretical maximum amount of product (1.0 means a 100% yield; for example, 0.34 means a 34% yield).. Dataset: Reaction yield outcomes from USPTO patents with 853,638 reactions (1) The reactants are [CH:1]([C:3]1[CH:8]=[CH:7][C:6]([CH2:9][N:10]2[CH2:15][CH2:14][N:13]([C:16]3[C:21]([C:22]([O:24][CH:25]([CH3:27])[CH3:26])=[O:23])=[CH:20][CH:19]=[CH:18][N:17]=3)[CH2:12][CH2:11]2)=[CH:5][CH:4]=1)=O.[OH-].[NH3:29]. The catalyst is CO.[Ni]. The product is [NH2:29][CH2:1][C:3]1[CH:8]=[CH:7][C:6]([CH2:9][N:10]2[CH2:11][CH2:12][N:13]([C:16]3[C:21]([C:22]([O:24][CH:25]([CH3:27])[CH3:26])=[O:23])=[CH:20][CH:19]=[CH:18][N:17]=3)[CH2:14][CH2:15]2)=[CH:5][CH:4]=1. The yield is 0.680. (2) The reactants are [Cl:1][C:2]1[CH:12]=[CH:11][C:5]2[CH2:6][CH2:7][NH:8][CH2:9][CH2:10][C:4]=2[C:3]=1[CH2:13][S:14][C:15]1[S:16][CH2:17][CH2:18][N:19]=1.[C:20]([OH:27])(=[O:26])[CH2:21][CH2:22][C:23]([OH:25])=[O:24]. The catalyst is C(O)C. The product is [C:20]([OH:27])(=[O:26])[CH2:21][CH2:22][C:23]([OH:25])=[O:24].[Cl:1][C:2]1[CH:12]=[CH:11][C:5]2[CH2:6][CH2:7][NH:8][CH2:9][CH2:10][C:4]=2[C:3]=1[CH2:13][S:14][C:15]1[S:16][CH2:17][CH2:18][N:19]=1. The yield is 1.00. (3) The reactants are [Sn](Cl)Cl.[Br:4][C:5]1[CH:6]=[CH:7][C:8]([N+:14]([O-])=O)=[C:9]([C:11](=O)[CH3:12])[CH:10]=1.[C:17]([O:22][CH2:23][CH3:24])(=[O:21])[C:18]([CH3:20])=O. The catalyst is C(OCC)C.C(O)C.[Cl-].[Zn+2].[Cl-]. The product is [Br:4][C:5]1[CH:10]=[C:9]2[C:8](=[CH:7][CH:6]=1)[N:14]=[C:18]([C:17]([O:22][CH2:23][CH3:24])=[O:21])[CH:20]=[C:11]2[CH3:12]. The yield is 0.0300. (4) The reactants are Br[C:2]1[C:3]([N:22]([CH3:27])[S:23]([CH3:26])(=[O:25])=[O:24])=[CH:4][C:5]2[O:9][C:8]([C:10]3[CH:15]=[CH:14][C:13]([F:16])=[CH:12][CH:11]=3)=[C:7]([C:17]([NH:19][CH3:20])=[O:18])[C:6]=2[CH:21]=1.[B:28]1([B:28]2[O:32][C:31]([CH3:34])([CH3:33])[C:30]([CH3:36])([CH3:35])[O:29]2)[O:32][C:31]([CH3:34])([CH3:33])[C:30]([CH3:36])([CH3:35])[O:29]1.CC([O-])=O.[K+]. The catalyst is O1CCOCC1.C1C=CC(P(C2C=CC=CC=2)[C-]2C=CC=C2)=CC=1.C1C=CC(P(C2C=CC=CC=2)[C-]2C=CC=C2)=CC=1.Cl[Pd]Cl.[Fe+2]. The product is [F:16][C:13]1[CH:14]=[CH:15][C:10]([C:8]2[O:9][C:5]3[CH:4]=[C:3]([N:22]([CH3:27])[S:23]([CH3:26])(=[O:25])=[O:24])[C:2]([B:28]4[O:32][C:31]([CH3:34])([CH3:33])[C:30]([CH3:36])([CH3:35])[O:29]4)=[CH:21][C:6]=3[C:7]=2[C:17]([NH:19][CH3:20])=[O:18])=[CH:11][CH:12]=1. The yield is 0.640. (5) The reactants are [Cl:1][C:2]1[CH:3]=[C:4]([CH:9]=[CH:10][CH:11]=1)[C:5]([O:7]O)=[O:6].[NH:12]1[C:16]2=[N:17][CH:18]=[CH:19][CH:20]=[C:15]2[CH:14]=[CH:13]1. The catalyst is COCCOC.CCCCCCC. The product is [Cl:1][C:2]1[CH:3]=[C:4]([CH:9]=[CH:10][CH:11]=1)[C:5]([OH:7])=[O:6].[NH:12]1[C:16]2=[N+:17]([O-:6])[CH:18]=[CH:19][CH:20]=[C:15]2[CH:14]=[CH:13]1. The yield is 0.970. (6) The reactants are [Cl:1][C:2]1[CH:3]=[C:4]([NH:9][C:10]2[C:19]3[C:14](=[CH:15][CH:16]=[C:17](I)[CH:18]=3)[N:13]=[C:12]([C:21]3[CH:22]=[N:23][CH:24]=[CH:25][CH:26]=3)[N:11]=2)[CH:5]=[CH:6][C:7]=1[F:8].[Cl:27][C:28]1[CH:29]=[C:30](B(O)O)[CH:31]=[CH:32][CH:33]=1.[O-]P([O-])([O-])=O.[K+].[K+].[K+].C(OCC)(=O)C. The catalyst is O1CCOCC1.O.C1C=CC([P]([Pd]([P](C2C=CC=CC=2)(C2C=CC=CC=2)C2C=CC=CC=2)([P](C2C=CC=CC=2)(C2C=CC=CC=2)C2C=CC=CC=2)[P](C2C=CC=CC=2)(C2C=CC=CC=2)C2C=CC=CC=2)(C2C=CC=CC=2)C2C=CC=CC=2)=CC=1. The product is [Cl:1][C:2]1[CH:3]=[C:4]([NH:9][C:10]2[C:19]3[C:14](=[CH:15][CH:16]=[C:17]([C:32]4[CH:31]=[CH:30][CH:29]=[C:28]([Cl:27])[CH:33]=4)[CH:18]=3)[N:13]=[C:12]([C:21]3[CH:22]=[N:23][CH:24]=[CH:25][CH:26]=3)[N:11]=2)[CH:5]=[CH:6][C:7]=1[F:8]. The yield is 0.516. (7) The reactants are Br[C:2]1[C:7]([N+:8]([O-:10])=[O:9])=[CH:6][CH:5]=[CH:4][C:3]=1[O:11][CH:12]([F:14])[F:13].[C:15]([Cu])#[N:16].[Li+].[Br-]. The catalyst is O1CCCC1.C1(C)C=CC=CC=1. The product is [F:13][CH:12]([F:14])[O:11][C:3]1[CH:4]=[CH:5][CH:6]=[C:7]([N+:8]([O-:10])=[O:9])[C:2]=1[C:15]#[N:16]. The yield is 0.840.